Dataset: Peptide-MHC class II binding affinity with 134,281 pairs from IEDB. Task: Regression. Given a peptide amino acid sequence and an MHC pseudo amino acid sequence, predict their binding affinity value. This is MHC class II binding data. The peptide sequence is WLWYIKIFIMIVGGLIG. The MHC is HLA-DPA10201-DPB11401 with pseudo-sequence HLA-DPA10201-DPB11401. The binding affinity (normalized) is 0.